Dataset: Full USPTO retrosynthesis dataset with 1.9M reactions from patents (1976-2016). Task: Predict the reactants needed to synthesize the given product. (1) Given the product [C:9]1([C:1]2[CH:6]=[CH:5][C:4]3[NH:7][C:19]([NH2:18])=[N:8][C:3]=3[CH:2]=2)[CH:14]=[CH:13][CH:12]=[CH:11][CH:10]=1, predict the reactants needed to synthesize it. The reactants are: [C:1]1([C:9]2[CH:14]=[CH:13][CH:12]=[CH:11][CH:10]=2)[CH:6]=[CH:5][C:4]([NH2:7])=[C:3]([NH2:8])[CH:2]=1.CO.O.[N:18]#[C:19]Br. (2) Given the product [F:16][C:17]1[CH:22]=[C:21]([F:23])[CH:20]=[CH:19][C:18]=1[C:24]1[CH:29]=[CH:28][N:27]=[C:26]([N:30]2[CH2:31][CH2:32][N:33]([C:8]([NH:7][C:3]3[N:2]=[N:1][CH:6]=[CH:5][CH:4]=3)=[O:15])[CH2:34][CH2:35]2)[N:25]=1, predict the reactants needed to synthesize it. The reactants are: [N:1]1[CH:6]=[CH:5][CH:4]=[C:3]([NH:7][C:8](=[O:15])OCC(Cl)(Cl)Cl)[N:2]=1.[F:16][C:17]1[CH:22]=[C:21]([F:23])[CH:20]=[CH:19][C:18]=1[C:24]1[CH:29]=[CH:28][N:27]=[C:26]([N:30]2[CH2:35][CH2:34][NH:33][CH2:32][CH2:31]2)[N:25]=1. (3) Given the product [CH:15]1([N:8]([CH2:9][CH2:10][C:11]([F:12])([F:13])[F:14])[C:7]2[CH:6]=[CH:5][C:4]([C@@H:21]3[CH2:23][C@@H:22]3[C:24]([O:26][CH2:27][CH3:28])=[O:25])=[CH:3][C:2]=2[NH:1][C:29]([NH:48][C:45]2[CH:44]=[C:43]([CH3:42])[O:47][N:46]=2)=[O:30])[CH2:20][CH2:19][CH2:18][CH2:17][CH2:16]1, predict the reactants needed to synthesize it. The reactants are: [NH2:1][C:2]1[CH:3]=[C:4]([C@@H:21]2[CH2:23][C@@H:22]2[C:24]([O:26][CH2:27][CH3:28])=[O:25])[CH:5]=[CH:6][C:7]=1[N:8]([CH:15]1[CH2:20][CH2:19][CH2:18][CH2:17][CH2:16]1)[CH2:9][CH2:10][C:11]([F:14])([F:13])[F:12].[C:29](Cl)(=O)[O:30]C1C=CC([N+]([O-])=O)=CC=1.[CH3:42][C:43]1[O:47][N:46]=[C:45]([NH2:48])[CH:44]=1.C(N(CC)CC)C. (4) The reactants are: [CH2:1]([N:3]([CH2:31][CH3:32])[CH2:4][CH2:5][CH2:6][CH2:7][NH:8][C:9]([CH2:11][N:12]([CH2:19][C:20]1[CH:25]=[C:24]([C:26](OCC)=[O:27])[CH:23]=[CH:22][N:21]=1)C(=O)C(F)(F)F)=[O:10])[CH3:2].[BH4-].[Na+]. Given the product [CH2:31]([N:3]([CH2:1][CH3:2])[CH2:4][CH2:5][CH2:6][CH2:7][NH:8][C:9](=[O:10])[CH2:11][NH:12][CH2:19][C:20]1[CH:25]=[C:24]([CH2:26][OH:27])[CH:23]=[CH:22][N:21]=1)[CH3:32], predict the reactants needed to synthesize it. (5) Given the product [F:1][C:2]1[CH:7]=[C:6]([F:8])[CH:5]=[CH:4][C:3]=1/[CH:9]=[CH:10]/[C:11]1[CH:16]=[CH:15][C:14]([S:17]([C:20]2[C:25]([CH:26]([OH:28])[CH3:27])=[CH:24][CH:23]=[CH:22][N:21]=2)(=[O:18])=[O:19])=[CH:13][CH:12]=1, predict the reactants needed to synthesize it. The reactants are: [F:1][C:2]1[CH:7]=[C:6]([F:8])[CH:5]=[CH:4][C:3]=1/[CH:9]=[CH:10]/[C:11]1[CH:16]=[CH:15][C:14]([S:17]([C:20]2[C:25]([C:26](=[O:28])[CH3:27])=[CH:24][CH:23]=[CH:22][N:21]=2)(=[O:19])=[O:18])=[CH:13][CH:12]=1.[BH4-].[Na+]. (6) Given the product [CH2:1]([N:8]1[CH2:13][C@@H:12]([CH3:14])[CH2:11][C@H:10]([OH:15])[CH2:9]1)[C:2]1[CH:3]=[CH:4][CH:5]=[CH:6][CH:7]=1, predict the reactants needed to synthesize it. The reactants are: [CH2:1]([N:8]1[CH2:13][C@@H:12]([CH3:14])[CH2:11][C:10](=[O:15])[CH2:9]1)[C:2]1[CH:7]=[CH:6][CH:5]=[CH:4][CH:3]=1.CCC(C)[BH-](C(C)CC)C(C)CC.[K+]. (7) Given the product [CH2:31]([N:33]([CH2:34][C:35]1[CH:40]=[CH:39][CH:38]=[CH:37][C:36]=1[F:41])[C:26]([N:17]1[CH2:16][CH2:15][C:12]2([C:11](=[O:20])[N:10]([C:7]3[CH:8]=[CH:9][C:4]([O:3][C:2]([F:1])([F:21])[F:22])=[CH:5][CH:6]=3)[CH2:14][CH2:13]2)[CH2:19][CH2:18]1)=[O:25])[CH3:32], predict the reactants needed to synthesize it. The reactants are: [F:1][C:2]([F:22])([F:21])[O:3][C:4]1[CH:9]=[CH:8][C:7]([N:10]2[CH2:14][CH2:13][C:12]3([CH2:19][CH2:18][NH:17][CH2:16][CH2:15]3)[C:11]2=[O:20])=[CH:6][CH:5]=1.O=C(Cl)[O:25][C:26](Cl)(Cl)Cl.[CH2:31]([NH:33][CH2:34][C:35]1[CH:40]=[CH:39][CH:38]=[CH:37][C:36]=1[F:41])[CH3:32]. (8) Given the product [CH2:23]([NH:30][C:18]1[N:17]=[C:16]([N:4]([CH2:3][C:1]#[N:2])[C:5](=[O:15])[C@H:6]([CH2:8][C:9]2[CH:14]=[CH:13][CH:12]=[CH:11][CH:10]=2)[NH2:7])[CH:21]=[CH:20][N:19]=1)[C:24]1[CH:29]=[CH:28][CH:27]=[CH:26][CH:25]=1, predict the reactants needed to synthesize it. The reactants are: [C:1]([CH2:3][N:4]([C:16]1[CH:21]=[CH:20][N:19]=[C:18](F)[N:17]=1)[C:5](=[O:15])[C@H:6]([CH2:8][C:9]1[CH:14]=[CH:13][CH:12]=[CH:11][CH:10]=1)[NH2:7])#[N:2].[CH2:23]([NH2:30])[C:24]1[CH:29]=[CH:28][CH:27]=[CH:26][CH:25]=1. (9) The reactants are: C([Si](C)(C)[O:6][CH2:7][CH2:8][NH:9][C:10]1[NH:11][C:12](=[O:33])[C:13]2[CH:18]=[C:17]([C:19]3[CH:24]=[CH:23][N:22]=[C:21](/[CH:25]=[CH:26]/[C:27]4[CH:32]=[CH:31][CH:30]=[CH:29][CH:28]=4)[CH:20]=3)[NH:16][C:14]=2[N:15]=1)(C)(C)C. Given the product [OH:6][CH2:7][CH2:8][NH:9][C:10]1[NH:11][C:12](=[O:33])[C:13]2[CH:18]=[C:17]([C:19]3[CH:24]=[CH:23][N:22]=[C:21](/[CH:25]=[CH:26]/[C:27]4[CH:32]=[CH:31][CH:30]=[CH:29][CH:28]=4)[CH:20]=3)[NH:16][C:14]=2[N:15]=1, predict the reactants needed to synthesize it. (10) Given the product [CH3:47][O:46][N:45]([CH3:44])[C:29](=[O:30])[C:28]1[CH:27]=[CH:26][C:25]([C:23]2[S:24][C:20]([C:17]3[CH:18]=[CH:19][C:14]([N:11]4[CH2:10][CH2:9][N:8]([C@H:5]5[CH2:6][CH2:7][C@@H:2]([CH3:1])[CH2:3][CH2:4]5)[CH2:13][CH2:12]4)=[CH:15][CH:16]=3)=[N:21][N:22]=2)=[CH:42][CH:41]=1, predict the reactants needed to synthesize it. The reactants are: [CH3:1][CH:2]1[CH2:7][CH2:6][CH:5]([N:8]2[CH2:13][CH2:12][N:11]([C:14]3[CH:19]=[CH:18][C:17]([C:20]4[S:24][C:23]([C:25]5[CH:42]=[CH:41][C:28]([C:29](ON6C7C=CC=CC=7N=N6)=[O:30])=[CH:27][CH:26]=5)=[N:22][N:21]=4)=[CH:16][CH:15]=3)[CH2:10][CH2:9]2)[CH2:4][CH2:3]1.Cl.[CH3:44][NH:45][O:46][CH3:47].C(N(C(C)C)CC)(C)C.O.